Dataset: Forward reaction prediction with 1.9M reactions from USPTO patents (1976-2016). Task: Predict the product of the given reaction. (1) Given the reactants COC1C=C(OC)C=CC=1C[N:6]([C:19]1[S:23][N:22]=[CH:21][N:20]=1)[S:7]([C:10]1[CH:15]=[C:14]([F:16])[C:13](F)=[CH:12][C:11]=1[F:18])(=[O:9])=[O:8].[NH2:30][C:31]1[CH:36]=[C:35]([C:37]2[CH:42]=[C:41]([Cl:43])[CH:40]=[CH:39][C:38]=2[OH:44])[CH:34]=[CH:33][N:32]=1.C(=O)([O-])[O-].[K+].[K+].FC(F)(F)C(O)=O.Cl, predict the reaction product. The product is: [NH2:30][C:31]1[CH:36]=[C:35]([C:37]2[CH:42]=[C:41]([Cl:43])[CH:40]=[CH:39][C:38]=2[O:44][C:13]2[C:14]([F:16])=[CH:15][C:10]([S:7]([NH:6][C:19]3[S:23][N:22]=[CH:21][N:20]=3)(=[O:8])=[O:9])=[C:11]([F:18])[CH:12]=2)[CH:34]=[CH:33][N:32]=1. (2) Given the reactants [NH2:1][C:2]1[CH:3]=[CH:4][C:5]([N:9]2[CH2:13][CH2:12][O:11][C:10]2=[O:14])=[N:6][C:7]=1[CH3:8].N1C=CC=CC=1.[CH3:21][C:22]1[C:26]([CH2:27][O:28][C:29]2[CH:34]=[CH:33][C:32]([S:35](Cl)(=[O:37])=[O:36])=[CH:31][CH:30]=2)=[C:25]([CH3:39])[O:24][N:23]=1, predict the reaction product. The product is: [CH3:21][C:22]1[C:26]([CH2:27][O:28][C:29]2[CH:30]=[CH:31][C:32]([S:35]([NH:1][C:2]3[C:7]([CH3:8])=[N:6][C:5]([N:9]4[CH2:13][CH2:12][O:11][C:10]4=[O:14])=[CH:4][CH:3]=3)(=[O:37])=[O:36])=[CH:33][CH:34]=2)=[C:25]([CH3:39])[O:24][N:23]=1. (3) Given the reactants FC(F)(F)C(O[Si](C)(C)C)=O.[NH2:12][C:13]1[N:14]=[CH:15][C:16]2[CH:21]([C:22]([OH:24])=[O:23])[CH2:20][CH2:19][C:17]=2[N:18]=1.[CH:25](OCC)(OCC)OCC.[N:35]([Si](C)(C)C)=[N+:36]=[N-:37], predict the reaction product. The product is: [N:12]1([C:13]2[N:14]=[CH:15][C:16]3[CH:21]([C:22]([OH:24])=[O:23])[CH2:20][CH2:19][C:17]=3[N:18]=2)[CH:25]=[N:35][N:36]=[N:37]1. (4) Given the reactants [OH:1][C:2]1[CH:9]=[CH:8][C:5]([CH:6]=[O:7])=[CH:4][CH:3]=1.C(=O)([O-])[O-].[K+].[K+].[CH2:16](Br)[C:17]#[CH:18], predict the reaction product. The product is: [CH2:18]([O:1][C:2]1[CH:9]=[CH:8][C:5]([CH:6]=[O:7])=[CH:4][CH:3]=1)[C:17]#[CH:16]. (5) Given the reactants [OH:1][C:2]1[CH:7]=[C:6]([O:8][CH2:9][CH2:10][O:11][CH3:12])[CH:5]=[CH:4][C:3]=1/[CH:13]=[CH:14]/[C:15]([O:17][CH2:18][CH3:19])=[O:16].Br[C:21]1[S:22][C:23]([Br:26])=[CH:24][N:25]=1.C(=O)([O-])[O-].[K+].[K+].O, predict the reaction product. The product is: [Br:26][C:23]1[S:22][C:21]([O:1][C:2]2[CH:7]=[C:6]([O:8][CH2:9][CH2:10][O:11][CH3:12])[CH:5]=[CH:4][C:3]=2/[CH:13]=[CH:14]/[C:15]([O:17][CH2:18][CH3:19])=[O:16])=[N:25][CH:24]=1. (6) Given the reactants [Na].C(O)(=[S:4])C.Br[CH2:7][CH2:8][CH2:9][CH2:10][CH2:11][CH2:12][CH2:13][CH2:14][CH2:15][CH2:16][CH2:17][CH2:18][CH2:19][CH2:20][CH2:21][CH2:22][OH:23].[OH-].[Na+].Cl, predict the reaction product. The product is: [SH:4][CH2:7][CH2:8][CH2:9][CH2:10][CH2:11][CH2:12][CH2:13][CH2:14][CH2:15][CH2:16][CH2:17][CH2:18][CH2:19][CH2:20][CH2:21][CH2:22][OH:23].